Regression/Classification. Given a drug SMILES string, predict its absorption, distribution, metabolism, or excretion properties. Task type varies by dataset: regression for continuous measurements (e.g., permeability, clearance, half-life) or binary classification for categorical outcomes (e.g., BBB penetration, CYP inhibition). Dataset: cyp2d6_veith. From a dataset of CYP2D6 inhibition data for predicting drug metabolism from PubChem BioAssay. (1) The drug is c1ccc2cc(Sc3ncnc4c3oc3ccccc34)ccc2c1. The result is 0 (non-inhibitor). (2) The drug is C=C(C)[C@H]1Cc2c(ccc3c2O[C@H]2COc4cc(OC)c(OC)cc4[C@@H]2C3=O)O1. The result is 0 (non-inhibitor).